Dataset: Forward reaction prediction with 1.9M reactions from USPTO patents (1976-2016). Task: Predict the product of the given reaction. The product is: [Cl:1][C:2]1[CH:7]=[CH:6][CH:5]=[CH:4][C:3]=1[C:8]1[S:12][C:11]([C:13]([O:15][CH3:16])=[O:14])=[CH:10][C:9]=1[C:17]1[CH:18]=[CH:19][C:20]([OH:23])=[CH:21][CH:22]=1. Given the reactants [Cl:1][C:2]1[CH:7]=[CH:6][CH:5]=[CH:4][C:3]=1[C:8]1[S:12][C:11]([C:13]([O:15][CH3:16])=[O:14])=[CH:10][C:9]=1[C:17]1[CH:22]=[CH:21][C:20]([O:23]C)=[CH:19][CH:18]=1.B(Br)(Br)Br.CO, predict the reaction product.